From a dataset of Forward reaction prediction with 1.9M reactions from USPTO patents (1976-2016). Predict the product of the given reaction. (1) Given the reactants Cl.[C:2]([NH:6][OH:7])([CH3:5])([CH3:4])[CH3:3].[N:8]1[CH:13]=[CH:12][CH:11]=[C:10]([CH:14]=O)[CH:9]=1.[O-]S([O-])(=O)=O.[Mg+2].CCN(CC)CC.N(CC)(CC)CC.Cl, predict the reaction product. The product is: [C:2]([N+:6]([O-:7])=[CH:14][C:10]1[CH:9]=[N:8][CH:13]=[CH:12][CH:11]=1)([CH3:5])([CH3:4])[CH3:3]. (2) Given the reactants [CH2:1]([NH2:5])[CH2:2][CH2:3][NH2:4].[CH:6](=O)[C:7]1[CH:12]=[CH:11][CH:10]=[CH:9][CH:8]=1.[BH4-].[Na+].C(N(CC)CC)C.Br[CH:24]([CH2:30]Br)[C:25]([O:27][CH2:28][CH3:29])=[O:26].[C:32]1([CH3:38])[CH:37]=[CH:36][CH:35]=[CH:34][CH:33]=1, predict the reaction product. The product is: [C:7]1([CH2:6][N:4]2[CH2:3][CH2:2][CH2:1][N:5]([CH2:38][C:32]3[CH:37]=[CH:36][CH:35]=[CH:34][CH:33]=3)[CH2:30][CH:24]2[C:25]([O:27][CH2:28][CH3:29])=[O:26])[CH:12]=[CH:11][CH:10]=[CH:9][CH:8]=1.